From a dataset of Retrosynthesis with 50K atom-mapped reactions and 10 reaction types from USPTO. Predict the reactants needed to synthesize the given product. (1) Given the product Cn1cc2ccc(NC(=O)c3ccccc3NCc3ccnc(NC(=O)N4CCSCC4)c3)cc2n1, predict the reactants needed to synthesize it. The reactants are: Cn1cc2ccc(NC(=O)c3ccccc3NCc3ccnc(Br)c3)cc2n1.NC(=O)N1CCSCC1. (2) Given the product CC(C)(C)C(=O)O[C@H]1CS[C@H](COC(=O)c2ccccc2)O1, predict the reactants needed to synthesize it. The reactants are: CC(C)(C)C(=O)Cl.O=C(OC[C@@H]1O[C@@H](O)CS1)c1ccccc1. (3) The reactants are: BrC(Br)(Br)Br.CCOC(=O)c1ccc(CCCO)cc1. Given the product CCOC(=O)c1ccc(CCCBr)cc1, predict the reactants needed to synthesize it. (4) Given the product CNc1cc2c(cc1F)C(=O)N(c1ccc(NC(=O)NS(=O)(=O)c3ccc(Cl)s3)cc1)CC2, predict the reactants needed to synthesize it. The reactants are: CCOC(=O)NS(=O)(=O)c1ccc(Cl)s1.CNc1cc2c(cc1F)C(=O)N(c1ccc(N)cc1)CC2. (5) Given the product O=C(Nc1ccnc(N2CCNCC2)c1)c1cccc2c1Cc1ccccc1-2, predict the reactants needed to synthesize it. The reactants are: O=C(Nc1ccnc(N2CCN(Cc3ccccc3)CC2)c1)c1cccc2c1Cc1ccccc1-2. (6) Given the product Cc1ccc[n+]([O-])c1C, predict the reactants needed to synthesize it. The reactants are: Cc1cccnc1C.[OH-]. (7) Given the product OCc1cc(-c2cc(C(F)(F)F)cc(C(F)(F)F)c2)no1, predict the reactants needed to synthesize it. The reactants are: C#CCO.O/N=C/c1cc(C(F)(F)F)cc(C(F)(F)F)c1.